Predict the reaction yield, written as a fraction of the theoretical maximum amount of product (1.0 means a 100% yield; for example, 0.34 means a 34% yield). From a dataset of Reaction yield outcomes from USPTO patents with 853,638 reactions. (1) The reactants are [CH:1](=[O:6])[CH2:2][CH2:3][CH2:4][CH3:5].[OH-].[K+].[C:9]1(=[O:14])[CH2:13][CH2:12][CH2:11][CH2:10]1. The catalyst is [OH-].[Na+].C(=C1CCCC1=O)CCCC.O. The product is [OH:6][CH:1]([CH:10]1[CH2:11][CH2:12][CH2:13][C:9]1=[O:14])[CH2:2][CH2:3][CH2:4][CH3:5]. The yield is 0.905. (2) The reactants are [CH:1]1([CH2:4][O:5][C:6]2[N:11]=[C:10]([C:12]([OH:14])=O)[CH:9]=[CH:8][C:7]=2[N:15]2[CH2:18][C:17]([F:20])([F:19])[CH2:16]2)[CH2:3][CH2:2]1.Cl.[F:22][C:23]([F:31])([F:30])[C:24]1([OH:29])[CH2:28][CH2:27][NH:26][CH2:25]1. No catalyst specified. The product is [CH:1]1([CH2:4][O:5][C:6]2[N:11]=[C:10]([C:12]([N:26]3[CH2:27][CH2:28][C:24]([OH:29])([C:23]([F:31])([F:30])[F:22])[CH2:25]3)=[O:14])[CH:9]=[CH:8][C:7]=2[N:15]2[CH2:18][C:17]([F:20])([F:19])[CH2:16]2)[CH2:2][CH2:3]1. The yield is 0.470. (3) The reactants are Cl[C:2]1[CH:11]=[CH:10][C:5]([C:6]([O:8][CH3:9])=[O:7])=[C:4]([O:12][CH3:13])[CH:3]=1.[C:14]1(B(O)O)[CH:19]=[CH:18][CH:17]=[CH:16][CH:15]=1.C(=O)([O-])[O-].[Cs+].[Cs+]. The catalyst is CN(C)C=O.C(OCC)(=O)C.Cl[Pd](Cl)([P](C1C=CC=CC=1)(C1C=CC=CC=1)C1C=CC=CC=1)[P](C1C=CC=CC=1)(C1C=CC=CC=1)C1C=CC=CC=1. The product is [CH3:13][O:12][C:4]1[CH:3]=[C:2]([C:14]2[CH:19]=[CH:18][CH:17]=[CH:16][CH:15]=2)[CH:11]=[CH:10][C:5]=1[C:6]([O:8][CH3:9])=[O:7]. The yield is 0.412. (4) The reactants are Br[C:2]1[CH:14]=[CH:13][C:12]2[C:11]3[C:6](=[CH:7][C:8](Br)=[CH:9][CH:10]=3)[C:5]([CH2:18][CH3:19])([CH2:16][CH3:17])[C:4]=2[CH:3]=1.[CH2:20]([O:28][C:29]1[CH:34]=[CH:33][C:32]([C:35]2[CH:40]=[CH:39][C:38](B(O)O)=[CH:37][CH:36]=2)=[CH:31][CH:30]=1)[CH2:21][CH2:22][CH2:23][CH2:24][CH2:25][CH2:26][CH3:27].C(=O)([O-])[O-].[Na+].[Na+].CO[CH2:52][CH2:53][O:54][CH3:55]. The catalyst is C1C=CC([P]([Pd]([P](C2C=CC=CC=2)(C2C=CC=CC=2)C2C=CC=CC=2)([P](C2C=CC=CC=2)(C2C=CC=CC=2)C2C=CC=CC=2)[P](C2C=CC=CC=2)(C2C=CC=CC=2)C2C=CC=CC=2)(C2C=CC=CC=2)C2C=CC=CC=2)=CC=1.O. The product is [CH2:16]([C:5]1([CH2:18][CH3:19])[C:4]2[CH:3]=[C:2]([C:38]3[CH:39]=[CH:40][C:35]([C:32]4[CH:33]=[CH:34][C:29]([O:28][CH2:20][CH2:21][CH2:22][CH2:23][CH2:24][CH2:25][CH2:26][CH3:27])=[CH:30][CH:31]=4)=[CH:36][CH:37]=3)[CH:14]=[CH:13][C:12]=2[C:11]2[C:6]1=[CH:7][C:8]([C:29]1[CH:30]=[CH:31][C:32]([C:35]3[CH:36]=[CH:37][C:53]([O:54][CH2:55][CH2:26][CH2:25][CH2:24][CH2:23][CH2:22][CH2:21][CH3:20])=[CH:52][CH:40]=3)=[CH:33][CH:34]=1)=[CH:9][CH:10]=2)[CH3:17]. The yield is 0.650. (5) The reactants are [F:1][C:2]1[CH:9]=[C:8](Br)[CH:7]=[C:6]([F:11])[C:3]=1[CH:4]=[O:5].C(N(C(C)C)CC)(C)C.[C:21]([O:25][CH3:26])(=[O:24])[CH:22]=[CH2:23].[S:27](=[O:30])([OH:29])[O-:28].[Na+:31]. The catalyst is [Cl-].C([N+](CCCC)(CCCC)CCCC)CCC.C(O)C.O.C(OCC)(=O)C.CC(N(C)C)=O. The product is [F:1][C:2]1[CH:9]=[C:8](/[CH:23]=[CH:22]/[C:21]([O:25][CH3:26])=[O:24])[CH:7]=[C:6]([F:11])[C:3]=1[CH:4]([OH:5])[S:27]([O-:30])(=[O:29])=[O:28].[Na+:31]. The yield is 0.710. (6) The reactants are [CH3:1][CH:2]([NH2:6])[CH:3]([NH2:5])[CH3:4].CC1C(Br)=C(O)C(Br)=CC=1C1(C2C=C(Br)C(O)=C(Br)C=2C)OS(=O)(=O)C2C=CC=CC1=2.CS(O)(=O)=O.[CH:43]1[CH:48]=[CH:47][C:46]([CH2:49][O:50][C:51](Cl)=[O:52])=[CH:45][CH:44]=1. The catalyst is O.C(O)C.COCCOC.C(O[K])(C)=O. The product is [NH2:5][CH:3]([CH3:4])[CH:2]([NH:6][C:51](=[O:52])[O:50][CH2:49][C:46]1[CH:47]=[CH:48][CH:43]=[CH:44][CH:45]=1)[CH3:1]. The yield is 0.350. (7) The reactants are Cl[C:2]1[N:3]=[CH:4][CH:5]=[C:6]2[C:11](=[O:12])[C:10]([C:13]3[CH:18]=[CH:17][C:16]([C:19]4([NH:23][C:24](=[O:30])[O:25][C:26]([CH3:29])([CH3:28])[CH3:27])[CH2:22][CH2:21][CH2:20]4)=[CH:15][CH:14]=3)=[C:9]([C:31]3[CH:36]=[CH:35][CH:34]=[CH:33][CH:32]=3)[O:8][C:7]=12.C(=O)([O-])[O-].[Na+].[Na+].[CH2:43]([N:47]1[CH:51]=[C:50](B2OC(C)(C)C(C)(C)O2)[CH:49]=[N:48]1)[CH:44]([CH3:46])[CH3:45]. The catalyst is O1CCOCC1.O.C1C=CC(P(C2C=CC=CC=2)[C-]2C=CC=C2)=CC=1.C1C=CC(P(C2C=CC=CC=2)[C-]2C=CC=C2)=CC=1.Cl[Pd]Cl.[Fe+2].C(Cl)Cl. The product is [CH2:43]([N:47]1[CH:51]=[C:50]([C:2]2[N:3]=[CH:4][CH:5]=[C:6]3[C:11](=[O:12])[C:10]([C:13]4[CH:14]=[CH:15][C:16]([C:19]5([NH:23][C:24](=[O:30])[O:25][C:26]([CH3:27])([CH3:28])[CH3:29])[CH2:20][CH2:21][CH2:22]5)=[CH:17][CH:18]=4)=[C:9]([C:31]4[CH:36]=[CH:35][CH:34]=[CH:33][CH:32]=4)[O:8][C:7]=23)[CH:49]=[N:48]1)[CH:44]([CH3:46])[CH3:45]. The yield is 0.680. (8) The reactants are [Cl:1][C:2]1[CH:7]=[C:6](I)[C:5]([Cl:9])=[CH:4][N:3]=1.[NH2:10][C:11]1[CH:18]=[C:17]([Cl:19])[CH:16]=[CH:15][C:12]=1[C:13]#[N:14].[O-]P(OP(OP([O-])([O-])=O)([O-])=O)(=O)[O-].[K+].[K+].[K+].[K+].[K+].C1C=CC(P(C2C(OC3C(P(C4C=CC=CC=4)C4C=CC=CC=4)=CC=CC=3)=CC=CC=2)C2C=CC=CC=2)=CC=1. The catalyst is O1CCOCC1.C([O-])(=O)C.[Pd+2].C([O-])(=O)C. The product is [Cl:19][C:17]1[CH:16]=[CH:15][C:12]([C:13]#[N:14])=[C:11]([NH:10][C:6]2[C:5]([Cl:9])=[CH:4][N:3]=[C:2]([Cl:1])[CH:7]=2)[CH:18]=1. The yield is 0.571. (9) The reactants are C(OC([N:8]1[CH2:13][CH2:12][N:11]([C:14]2[CH:19]=[CH:18][C:17]([C:20]3[O:24][C:23]([C:25]4[CH:33]=[CH:32][C:31]([C:34]([F:37])([F:36])[F:35])=[C:30]5[C:26]=4[CH:27]=[CH:28][NH:29]5)=[N:22][C:21]=3[C:38](=[O:40])[NH2:39])=[CH:16][CH:15]=2)[CH2:10][C:9]1([CH3:42])[CH3:41])=O)(C)(C)C. The catalyst is C(Cl)Cl.C(O)(C(F)(F)F)=O. The product is [F:36][C:34]([F:35])([F:37])[C:31]1[CH:32]=[CH:33][C:25]([C:23]2[O:24][C:20]([C:17]3[CH:16]=[CH:15][C:14]([N:11]4[CH2:12][CH2:13][NH:8][C:9]([CH3:41])([CH3:42])[CH2:10]4)=[CH:19][CH:18]=3)=[C:21]([C:38]([NH2:39])=[O:40])[N:22]=2)=[C:26]2[C:30]=1[NH:29][CH:28]=[CH:27]2. The yield is 0.410. (10) The yield is 0.430. The reactants are [CH2:1]([O:3][C:4]([C:6]1[C:15](=[O:16])[C:14]2[C:13](=[O:17])[CH2:12][CH2:11][CH2:10][C:9]=2[NH:8][CH:7]=1)=[O:5])[CH3:2].II. The catalyst is C(O)C. The product is [CH2:1]([O:3][C:4]([C:6]1[C:15](=[O:16])[C:14]2[C:9](=[CH:10][CH:11]=[CH:12][C:13]=2[OH:17])[NH:8][CH:7]=1)=[O:5])[CH3:2].